This data is from Reaction yield outcomes from USPTO patents with 853,638 reactions. The task is: Predict the reaction yield, written as a fraction of the theoretical maximum amount of product (1.0 means a 100% yield; for example, 0.34 means a 34% yield). The yield is 0.0600. The reactants are [CH3:1][N:2]1[CH2:15][CH2:14][C:5]2[NH:6][C:7]3[CH:8]=[CH:9][C:10]([CH3:13])=[CH:11][C:12]=3[C:4]=2[CH2:3]1.[OH-].[K+].Br[CH2:19][CH2:20][C:21]1[CH:26]=[CH:25][C:24]([O:27][C:28]([CH3:31])([CH3:30])[CH3:29])=[CH:23][CH:22]=1. The catalyst is CN1CCCC1=O.O. The product is [C:28]([O:27][C:24]1[CH:23]=[CH:22][C:21]([CH2:20][CH2:19][N:6]2[C:7]3[CH:8]=[CH:9][C:10]([CH3:13])=[CH:11][C:12]=3[C:4]3[CH2:3][N:2]([CH3:1])[CH2:15][CH2:14][C:5]2=3)=[CH:26][CH:25]=1)([CH3:30])([CH3:29])[CH3:31].